The task is: Predict the product of the given reaction.. This data is from Forward reaction prediction with 1.9M reactions from USPTO patents (1976-2016). Given the reactants [N:1]1[CH:6]=[CH:5][CH:4]=[CH:3][C:2]=1[C:7]1[C:8]([C:15]2[C:24]3[C:19](=[CH:20][C:21]([C:25]4[CH:33]=[CH:32][C:28]([C:29](O)=[O:30])=[CH:27][CH:26]=4)=[CH:22][CH:23]=3)[N:18]=[CH:17][CH:16]=2)=[C:9]2[CH2:14][CH2:13][CH2:12][N:10]2[N:11]=1.[C:34]([O:38][C:39](=[O:44])[NH:40][CH2:41][CH2:42][NH2:43])([CH3:37])([CH3:36])[CH3:35].CN(C(ON1N=NC2C=CC=CC1=2)=[N+](C)C)C.F[P-](F)(F)(F)(F)F, predict the reaction product. The product is: [C:34]([O:38][C:39](=[O:44])[NH:40][CH2:41][CH2:42][NH:43][C:29](=[O:30])[C:28]1[CH:27]=[CH:26][C:25]([C:21]2[CH:20]=[C:19]3[C:24]([C:15]([C:8]4[C:7]([C:2]5[CH:3]=[CH:4][CH:5]=[CH:6][N:1]=5)=[N:11][N:10]5[CH2:12][CH2:13][CH2:14][C:9]=45)=[CH:16][CH:17]=[N:18]3)=[CH:23][CH:22]=2)=[CH:33][CH:32]=1)([CH3:37])([CH3:35])[CH3:36].